This data is from Full USPTO retrosynthesis dataset with 1.9M reactions from patents (1976-2016). The task is: Predict the reactants needed to synthesize the given product. (1) Given the product [CH3:1][O:2][C:3]1[CH:4]=[C:5]([CH:27]=[CH:28][C:29]=1[O:30][CH3:31])[CH2:6][N:7]1[C:16](=[O:17])[C:15]2[C:10](=[CH:11][CH:12]=[C:13]([CH2:18][CH2:19][OH:32])[CH:14]=2)[N:9]([CH:20]2[CH2:21][CH2:22][O:23][CH2:24][CH2:25]2)[C:8]1=[O:26], predict the reactants needed to synthesize it. The reactants are: [CH3:1][O:2][C:3]1[CH:4]=[C:5]([CH:27]=[CH:28][C:29]=1[O:30][CH3:31])[CH2:6][N:7]1[C:16](=[O:17])[C:15]2[C:10](=[CH:11][CH:12]=[C:13]([CH:18]=[CH2:19])[CH:14]=2)[N:9]([CH:20]2[CH2:25][CH2:24][O:23][CH2:22][CH2:21]2)[C:8]1=[O:26].[OH-:32].[Na+].OO. (2) The reactants are: [C:1]1([CH2:7][CH2:8][NH2:9])[CH:6]=[CH:5][CH:4]=[CH:3][CH:2]=1.[S:10]([OH:14])([OH:13])(=[O:12])=[O:11].CS[C:17](=[NH:19])[NH2:18]. Given the product [S:10]([OH:14])([OH:13])(=[O:12])=[O:11].[C:1]1([CH2:7][CH2:8][NH:9][C:17]([NH2:19])=[NH:18])[CH:6]=[CH:5][CH:4]=[CH:3][CH:2]=1.[C:1]1([CH2:7][CH2:8][NH:9][C:17]([NH2:19])=[NH:18])[CH:6]=[CH:5][CH:4]=[CH:3][CH:2]=1, predict the reactants needed to synthesize it. (3) Given the product [Cl:13][C:14]1[C:15]([O:37][CH3:38])=[CH:16][C:17]([O:35][CH3:36])=[C:18]([CH2:20][CH2:21][C:22]2([CH:30]3[CH2:34][CH2:33][CH2:32][CH2:31]3)[O:27][C:26](=[O:28])[C:25]([CH2:2][C:3]3[NH:4][C:5](=[O:12])[C:6]4[S:11][CH:10]=[CH:9][C:7]=4[N:8]=3)=[C:24]([OH:29])[CH2:23]2)[CH:19]=1, predict the reactants needed to synthesize it. The reactants are: Cl[CH2:2][C:3]1[NH:4][C:5](=[O:12])[C:6]2[S:11][CH:10]=[CH:9][C:7]=2[N:8]=1.[Cl:13][C:14]1[C:15]([O:37][CH3:38])=[CH:16][C:17]([O:35][CH3:36])=[C:18]([CH2:20][CH2:21][C:22]2([CH:30]3[CH2:34][CH2:33][CH2:32][CH2:31]3)[O:27][C:26](=[O:28])[CH2:25][C:24](=[O:29])[CH2:23]2)[CH:19]=1. (4) The reactants are: Br[C:2]1[C:3]([C:20]#[N:21])=[N:4][C:5]([C:8]([N:10]2[CH2:16][CH2:15][CH2:14][N:13]([CH:17]3[CH2:19][CH2:18]3)[CH2:12][CH2:11]2)=[O:9])=[CH:6][CH:7]=1.[OH:22][CH:23]1[CH2:27][CH2:26][O:25][CH2:24]1.C([O-])([O-])=O.[Cs+].[Cs+]. Given the product [CH:17]1([N:13]2[CH2:14][CH2:15][CH2:16][N:10]([C:8]([C:5]3[N:4]=[C:3]([C:20]#[N:21])[C:2]([O:22][CH:23]4[CH2:27][CH2:26][O:25][CH2:24]4)=[CH:7][CH:6]=3)=[O:9])[CH2:11][CH2:12]2)[CH2:19][CH2:18]1, predict the reactants needed to synthesize it. (5) Given the product [CH:1]1([CH:7]2[CH2:11][CH2:10][NH:9][C:8]2=[O:21])[CH2:2][CH2:3][CH2:4][CH2:5][CH2:6]1, predict the reactants needed to synthesize it. The reactants are: [CH:1]1([CH:7]2[CH2:11][CH2:10][N:9](CC3C=CC(OC)=CC=3)[C:8]2=[O:21])[CH2:6][CH2:5][CH2:4][CH2:3][CH2:2]1.[N+]([O-])([O-])=O.[Ce+4].[NH4+].[NH4+].[N+]([O-])([O-])=O.[N+]([O-])([O-])=O.[N+]([O-])([O-])=O.[N+]([O-])([O-])=O.[N+]([O-])([O-])=O.C(#N)C.